From a dataset of Forward reaction prediction with 1.9M reactions from USPTO patents (1976-2016). Predict the product of the given reaction. (1) Given the reactants [F:1][C:2]1[CH:23]=[CH:22][C:5]2[N:6]=[C:7]3[C@@H:11]([CH2:12][C:13]4[CH:18]=[CH:17][C:16]([O:19][CH3:20])=[CH:15][CH:14]=4)[NH:10][C:9](=[O:21])[N:8]3[C:4]=2[CH:3]=1.FC1C=CC2N3C(=O)N[C@H](CC4C=CC(OC)=CC=4)C3=NC=2C=1.Cl.[NH2:48][C:49]12[CH2:56][CH2:55][C:52]([OH:57])([CH2:53][CH2:54]1)[CH2:51][CH2:50]2.C(O)(C(F)(F)F)=O, predict the reaction product. The product is: [F:1][C:2]1[CH:23]=[CH:22][C:5]2[N:6]=[C:7]([C@H:11]([NH:10][C:9]([NH:48][C:49]34[CH2:56][CH2:55][C:52]([OH:57])([CH2:53][CH2:54]3)[CH2:51][CH2:50]4)=[O:21])[CH2:12][C:13]3[CH:18]=[CH:17][C:16]([O:19][CH3:20])=[CH:15][CH:14]=3)[NH:8][C:4]=2[CH:3]=1. (2) Given the reactants [H-].[Na+].[CH2:3]([O:7][C:8]1[CH:13]=[CH:12][C:11]([SH:14])=[CH:10][CH:9]=1)[C:4]#[C:5][CH3:6].[C:15]1(=[O:24])[C:18]2([CH2:23][CH2:22][O:21][CH2:20][CH2:19]2)[CH2:17][O:16]1, predict the reaction product. The product is: [CH2:3]([O:7][C:8]1[CH:9]=[CH:10][C:11]([S:14][CH2:17][C:18]2([C:15]([OH:24])=[O:16])[CH2:23][CH2:22][O:21][CH2:20][CH2:19]2)=[CH:12][CH:13]=1)[C:4]#[C:5][CH3:6].